Dataset: Full USPTO retrosynthesis dataset with 1.9M reactions from patents (1976-2016). Task: Predict the reactants needed to synthesize the given product. (1) Given the product [F:43][C:14]([F:13])([F:42])[C:15]1[CH:16]=[CH:17][C:18]([CH2:19][O:20][C:21]2[CH:22]=[C:23]([CH:37]=[CH:38][CH:39]=2)[C:24]([NH:26][C:27]2[CH:32]=[CH:31][CH:30]=[CH:29][C:28]=2[S:33]([NH:34][C:1](=[O:11])[CH2:2][CH2:3][CH2:4][CH2:5][CH2:6][CH2:7][CH2:8][CH2:9][CH3:10])(=[O:36])=[O:35])=[O:25])=[CH:40][CH:41]=1, predict the reactants needed to synthesize it. The reactants are: [C:1](Cl)(=[O:11])[CH2:2][CH2:3][CH2:4][CH2:5][CH2:6][CH2:7][CH2:8][CH2:9][CH3:10].[F:13][C:14]([F:43])([F:42])[C:15]1[CH:41]=[CH:40][C:18]([CH2:19][O:20][C:21]2[CH:22]=[C:23]([CH:37]=[CH:38][CH:39]=2)[C:24]([NH:26][C:27]2[CH:32]=[CH:31][CH:30]=[CH:29][C:28]=2[S:33](=[O:36])(=[O:35])[NH2:34])=[O:25])=[CH:17][CH:16]=1. (2) Given the product [F:1][C:2]1[CH:3]=[C:4]([CH:36]=[CH:37][CH:38]=1)[CH2:5][C:6]1[CH:35]=[CH:34][C:9]([C:10]([NH:12][CH2:13][CH2:14][C:15]2[C:23]3[C:18](=[CH:19][C:20]([F:26])=[C:21]([F:25])[C:22]=3[F:24])[NH:17][CH:16]=2)=[O:11])=[CH:8][CH:7]=1, predict the reactants needed to synthesize it. The reactants are: [F:1][C:2]1[CH:3]=[C:4]([CH:36]=[CH:37][CH:38]=1)[CH2:5][C:6]1[CH:35]=[CH:34][C:9]([C:10]([NH:12][CH2:13][CH2:14][C:15]2[C:23]3[C:18](=[CH:19][C:20]([F:26])=[C:21]([F:25])[C:22]=3[F:24])[NH:17][C:16]=2[Si](CC)(CC)CC)=[O:11])=[CH:8][CH:7]=1.